From a dataset of Reaction yield outcomes from USPTO patents with 853,638 reactions. Predict the reaction yield, written as a fraction of the theoretical maximum amount of product (1.0 means a 100% yield; for example, 0.34 means a 34% yield). (1) The product is [CH3:8][C:2]([NH:9][S:10](/[CH:13]=[CH:14]/[C:17]1[CH:18]=[CH:19][CH:20]=[CH:21][C:16]=1[Cl:15])(=[O:12])=[O:11])([CH3:1])[CH2:3][C:4]([CH3:5])([CH3:6])[CH3:7]. The reactants are [CH3:1][C:2]([NH:9][S:10]([CH:13]=[CH2:14])(=[O:12])=[O:11])([CH3:8])[CH2:3][C:4]([CH3:7])([CH3:6])[CH3:5].[Cl:15][C:16]1[C:21](I)=[CH:20][CH:19]=[CH:18][C:17]=1OC.C1(P(C2C=CC=CC=2)C2C=CC=CC=2)C=CC=CC=1.C(N(CC)CC)C. The yield is 0.320. The catalyst is CN(C)C=O.ClCCl.C([O-])(=O)C.[Pd+2].C([O-])(=O)C. (2) The reactants are [O:1]1[CH2:6][CH2:5][CH2:4][CH2:3][C@H:2]1[CH2:7][S:8]C(=O)C.[OH-].[K+].Br[C:15]([CH3:22])([CH3:21])[C:16]([O:18][CH2:19][CH3:20])=[O:17]. The catalyst is C(O)C. The product is [CH3:21][C:15]([S:8][CH2:7][C@@H:2]1[CH2:3][CH2:4][CH2:5][CH2:6][O:1]1)([CH3:22])[C:16]([O:18][CH2:19][CH3:20])=[O:17]. The yield is 0.720.